Dataset: Reaction yield outcomes from USPTO patents with 853,638 reactions. Task: Predict the reaction yield, written as a fraction of the theoretical maximum amount of product (1.0 means a 100% yield; for example, 0.34 means a 34% yield). (1) The catalyst is C(N)=O. The reactants are [NH2:1][C:2]1[CH:11]=[C:10]([O:12][CH2:13][CH2:14][O:15][CH3:16])[C:9]([O:17][CH3:18])=[CH:8][C:3]=1[C:4](OC)=[O:5].Cl.[CH:20](N)=[NH:21]. The yield is 0.740. The product is [CH3:18][O:17][C:9]1[CH:8]=[C:3]2[C:2](=[CH:11][C:10]=1[O:12][CH2:13][CH2:14][O:15][CH3:16])[N:1]=[CH:20][NH:21][C:4]2=[O:5]. (2) The reactants are I[C:2]1[C:10]2[C:5](=[CH:6][C:7]([C@H:11]3[C@@:13]4([C:21]5[C:16](=[CH:17][CH:18]=[CH:19][CH:20]=5)[NH:15][C:14]4=[O:22])[CH2:12]3)=[CH:8][CH:9]=2)[N:4]([CH2:23][O:24][CH2:25][CH2:26][Si:27]([CH3:30])([CH3:29])[CH3:28])[N:3]=1.[CH:31]([C:33]1[CH:38]=[CH:37][N:36]=[CH:35][CH:34]=1)=[CH2:32].C(N(C(C)C)CC)(C)C.CC1C=CC=CC=1P(C1C=CC=CC=1C)C1C=CC=CC=1C. The catalyst is CC([O-])=O.CC([O-])=O.[Pd+2].C(OCC)(=O)C.CN(C=O)C. The product is [N:36]1[CH:37]=[CH:38][C:33](/[CH:31]=[CH:32]/[C:2]2[C:10]3[C:5](=[CH:6][C:7]([C@H:11]4[C@@:13]5([C:21]6[C:16](=[CH:17][CH:18]=[CH:19][CH:20]=6)[NH:15][C:14]5=[O:22])[CH2:12]4)=[CH:8][CH:9]=3)[N:4]([CH2:23][O:24][CH2:25][CH2:26][Si:27]([CH3:30])([CH3:29])[CH3:28])[N:3]=2)=[CH:34][CH:35]=1. The yield is 0.900. (3) The reactants are [CH:1]([C:3]1[CH:12]=[CH:11][C:6]([C:7]([O:9][CH3:10])=[O:8])=[CH:5][C:4]=1[OH:13])=[O:2].Br[CH2:15][C:16]1[CH:21]=[CH:20][CH:19]=[CH:18][CH:17]=1.C([O-])([O-])=O.[K+].[K+]. The catalyst is CN(C=O)C.O. The product is [CH2:15]([O:13][C:4]1[CH:5]=[C:6]([CH:11]=[CH:12][C:3]=1[CH:1]=[O:2])[C:7]([O:9][CH3:10])=[O:8])[C:16]1[CH:21]=[CH:20][CH:19]=[CH:18][CH:17]=1. The yield is 0.900. (4) The yield is 0.560. The reactants are FC(F)(F)C(O)=O.[Cl:8][C:9]1[C:10]([F:40])=[C:11]([CH:15]2[C:19]([C:22]3[CH:27]=[CH:26][C:25]([Cl:28])=[CH:24][C:23]=3[F:29])([C:20]#[N:21])[CH:18]([CH2:30][C:31]3([CH2:35][OH:36])[CH2:34][CH2:33][CH2:32]3)[NH:17][CH:16]2[C:37](O)=[O:38])[CH:12]=[CH:13][CH:14]=1.CC1(C)[O:46][C@@H:45]([CH2:47][CH2:48][NH2:49])[CH2:44][O:43]1.CN(C(ON1N=NC2C=CC=NC1=2)=[N+](C)C)C.F[P-](F)(F)(F)(F)F.CCN(C(C)C)C(C)C.Cl. The catalyst is C(Cl)Cl.O1CCCC1. The product is [OH:46][C@H:45]([CH2:44][OH:43])[CH2:47][CH2:48][NH:49][C:37]([CH:16]1[CH:15]([C:11]2[CH:12]=[CH:13][CH:14]=[C:9]([Cl:8])[C:10]=2[F:40])[C:19]([C:22]2[CH:27]=[CH:26][C:25]([Cl:28])=[CH:24][C:23]=2[F:29])([C:20]#[N:21])[CH:18]([CH2:30][C:31]2([CH2:35][OH:36])[CH2:32][CH2:33][CH2:34]2)[NH:17]1)=[O:38]. (5) The reactants are [C:1]([C:3]1[C:11]2[C:6](=[CH:7][C:8]([O:12][CH3:13])=[CH:9][CH:10]=2)[N:5]([CH2:14][CH3:15])[C:4]=1[C:16]1[CH:21]=[CH:20][C:19]([NH:22][S:23]([CH3:26])(=[O:25])=[O:24])=[CH:18][CH:17]=1)#[N:2].[H-].[Na+].I[CH3:30]. The catalyst is CN(C=O)C.O. The product is [C:1]([C:3]1[C:11]2[C:6](=[CH:7][C:8]([O:12][CH3:13])=[CH:9][CH:10]=2)[N:5]([CH2:14][CH3:15])[C:4]=1[C:16]1[CH:21]=[CH:20][C:19]([N:22]([CH3:30])[S:23]([CH3:26])(=[O:24])=[O:25])=[CH:18][CH:17]=1)#[N:2]. The yield is 0.450. (6) The reactants are [CH3:1][CH:2]([NH2:4])[CH3:3].[Cl:5][C:6]1[CH:11]=[CH:10][C:9]([CH:12]2[CH2:14][O:13]2)=[CH:8][CH:7]=1.[C:15]([O:19][C:20](O[C:20]([O:19][C:15]([CH3:18])([CH3:17])[CH3:16])=[O:21])=[O:21])([CH3:18])([CH3:17])[CH3:16].C(N(CC)CC)C.N1C=CN=C1. The catalyst is C(Cl)Cl.O. The product is [Cl:5][C:6]1[CH:11]=[CH:10][C:9]([CH:12]([OH:13])[CH2:14][N:4]([CH:2]([CH3:3])[CH3:1])[C:20](=[O:21])[O:19][C:15]([CH3:18])([CH3:17])[CH3:16])=[CH:8][CH:7]=1. The yield is 0.630. (7) The reactants are C[N:2]1[C:11]2[C:6](=[C:7]([CH2:13][CH:14]=[CH2:15])[C:8](C)=[CH:9][CH:10]=2)[CH:5]=[CH:4][C:3]1=[O:16].FC(F)(F)S(OC1C([Cl:33])=CC=C2C=1C=CC(=O)N2)(=O)=O. No catalyst specified. The product is [Cl:33][C:8]1[C:7]([CH2:13][CH:14]=[CH2:15])=[C:6]2[C:11](=[CH:10][CH:9]=1)[NH:2][C:3](=[O:16])[CH:4]=[CH:5]2. The yield is 0.710. (8) The reactants are [F:1][C:2]1[CH:7]=[CH:6][C:5]([NH:8][CH2:9][CH2:10][C:11]2[CH:16]=[CH:15][CH:14]=[C:13]([O:17][CH2:18][C:19]3[CH:24]=[CH:23][CH:22]=[CH:21][CH:20]=3)[CH:12]=2)=[CH:4][CH:3]=1.[OH:25][C:26]1[CH:31]=[CH:30][C:29]([CH2:32][CH2:33][C:34](O)=[O:35])=[CH:28][CH:27]=1. No catalyst specified. The product is [F:1][C:2]1[CH:7]=[CH:6][C:5]([N:8]([CH2:9][CH2:10][C:11]2[CH:16]=[CH:15][CH:14]=[C:13]([O:17][CH2:18][C:19]3[CH:20]=[CH:21][CH:22]=[CH:23][CH:24]=3)[CH:12]=2)[C:34](=[O:35])[CH2:33][CH2:32][C:29]2[CH:30]=[CH:31][C:26]([OH:25])=[CH:27][CH:28]=2)=[CH:4][CH:3]=1. The yield is 0.890. (9) The reactants are [F:1][C:2]1[C:3]([CH2:11][CH2:12][S:13]([CH3:16])(=[O:15])=[O:14])=[N:4][CH:5]=[C:6]([N+:8]([O-])=O)[CH:7]=1. The catalyst is C(OCC)(=O)C.[Pd]. The product is [F:1][C:2]1[CH:7]=[C:6]([NH2:8])[CH:5]=[N:4][C:3]=1[CH2:11][CH2:12][S:13]([CH3:16])(=[O:15])=[O:14]. The yield is 0.880. (10) The reactants are Cl[C:2]([O:4][C:5]1[CH:10]=[CH:9][C:8]([N+:11]([O-:13])=[O:12])=[CH:7][CH:6]=1)=[O:3].[C@@H:14]1([N:22]2[CH:30]=[C:28]([CH3:29])[C:26](=[O:27])[NH:25][C:23]2=[O:24])[O:21][C@H:18]([CH2:19][OH:20])[C@@H:16]([OH:17])[CH2:15]1.CO. The catalyst is ClCCl.N1C=CC=CC=1. The product is [N+:11]([C:8]1[CH:9]=[CH:10][C:5]([O:4][C:2]([O:20][CH2:19][C@H:18]2[O:21][C@@H:14]([N:22]3[CH:30]=[C:28]([CH3:29])[C:26](=[O:27])[NH:25][C:23]3=[O:24])[CH2:15][C@@H:16]2[OH:17])=[O:3])=[CH:6][CH:7]=1)([O-:13])=[O:12]. The yield is 0.450.